This data is from Forward reaction prediction with 1.9M reactions from USPTO patents (1976-2016). The task is: Predict the product of the given reaction. (1) Given the reactants Cl.Cl[C:3]1[N:16]2[C:7](=[N:8][C:9]3[C:14]([C:15]2=[O:17])=[C:13]([F:18])[CH:12]=[CH:11][CH:10]=3)[C:6]2[CH:19]=[CH:20][N:21](S(C3C=CC(C)=CC=3)(=O)=O)[C:5]=2[N:4]=1.[CH3:32][N:33]([CH2:35][C:36]([N:38]1[C:47]2[C:42](=[CH:43][C:44]([O:49][CH3:50])=[C:45]([NH2:48])[CH:46]=2)[C:41]([CH3:52])([CH3:51])[CH2:40][CH2:39]1)=[O:37])[CH3:34].[CH3:53][NH2:54].C[O-].[Na+], predict the reaction product. The product is: [CH3:34][N:33]([CH3:32])[CH2:35][C:36]([N:38]1[C:47]2[C:42](=[CH:43][C:44]([O:49][CH3:50])=[C:45]([NH:48][C:3]3[NH:4][C:5]4=[N:21][CH:20]=[CH:19][C:6]4=[C:7]([NH:8][C:9]4[CH:10]=[CH:11][CH:12]=[C:13]([F:18])[C:14]=4[C:15]([NH:54][CH3:53])=[O:17])[N:16]=3)[CH:46]=2)[C:41]([CH3:52])([CH3:51])[CH2:40][CH2:39]1)=[O:37]. (2) Given the reactants I(O)(=O)(=O)=[O:2].[CH:6]([C:8]1[O:9][C:10]2[CH:16]=[C:15]([C:17]([O:19][CH2:20][CH3:21])=[O:18])[CH:14]=[C:13]([O:22][C:23]3[CH:28]=[CH:27][C:26]([S:29]([CH3:32])(=[O:31])=[O:30])=[CH:25][CH:24]=3)[C:11]=2[CH:12]=1)=[O:7], predict the reaction product. The product is: [CH2:20]([O:19][C:17]([C:15]1[CH:14]=[C:13]([O:22][C:23]2[CH:28]=[CH:27][C:26]([S:29]([CH3:32])(=[O:31])=[O:30])=[CH:25][CH:24]=2)[C:11]2[CH:12]=[C:8]([C:6]([OH:2])=[O:7])[O:9][C:10]=2[CH:16]=1)=[O:18])[CH3:21]. (3) Given the reactants [CH:1]([C:3]1[CH:4]=[C:5](B(O)O)[CH:6]=[CH:7][CH:8]=1)=[O:2].Br[C:13]1[CH:18]=[CH:17][CH:16]=[C:15]([O:19][CH3:20])[N:14]=1.C([O-])([O-])=O.[K+].[K+], predict the reaction product. The product is: [CH3:20][O:19][C:15]1[N:14]=[C:13]([C:5]2[CH:4]=[C:3]([CH:8]=[CH:7][CH:6]=2)[CH:1]=[O:2])[CH:18]=[CH:17][CH:16]=1. (4) Given the reactants [C:1]1([CH:7]([C:29]2[CH:34]=[CH:33][CH:32]=[CH:31][CH:30]=2)[N:8]2[C:16]3[C:11](=[CH:12][CH:13]=[CH:14][CH:15]=3)[C:10]([OH:27])([C:17]3[C:25]([OH:26])=[CH:24][C:20]4[O:21][CH2:22][O:23][C:19]=4[CH:18]=3)[C:9]2=[O:28])[CH:6]=[CH:5][CH:4]=[CH:3][CH:2]=1.[CH2:35](Br)[C:36]1[CH:41]=[CH:40][CH:39]=[CH:38][CH:37]=1.C(=O)([O-])[O-].[K+].[K+], predict the reaction product. The product is: [CH2:35]([O:26][C:25]1[C:17]([C:10]2([OH:27])[C:11]3[C:16](=[CH:15][CH:14]=[CH:13][CH:12]=3)[N:8]([CH:7]([C:1]3[CH:2]=[CH:3][CH:4]=[CH:5][CH:6]=3)[C:29]3[CH:30]=[CH:31][CH:32]=[CH:33][CH:34]=3)[C:9]2=[O:28])=[CH:18][C:19]2[O:23][CH2:22][O:21][C:20]=2[CH:24]=1)[C:36]1[CH:41]=[CH:40][CH:39]=[CH:38][CH:37]=1. (5) Given the reactants CN(C(ON1N=NC2C=CC=NC1=2)=[N+](C)C)C.F[P-](F)(F)(F)(F)F.C(N(C(C)C)CC)(C)C.[C:34]([O:38][C:39](=[O:46])[NH:40][C@@H:41]1[CH2:45][CH2:44][NH:43][CH2:42]1)([CH3:37])([CH3:36])[CH3:35].[Br:47][C:48]1[CH:49]=[N:50][C:51]([N:54]2[C:62]3[C:57](=[CH:58][CH:59]=[C:60]([C:63](O)=[O:64])[CH:61]=3)[C:56]([S:66][CH3:67])=[CH:55]2)=[N:52][CH:53]=1, predict the reaction product. The product is: [Br:47][C:48]1[CH:49]=[N:50][C:51]([N:54]2[C:62]3[C:57](=[CH:58][CH:59]=[C:60]([C:63]([N:43]4[CH2:44][CH2:45][C@@H:41]([NH:40][C:39](=[O:46])[O:38][C:34]([CH3:37])([CH3:35])[CH3:36])[CH2:42]4)=[O:64])[CH:61]=3)[C:56]([S:66][CH3:67])=[CH:55]2)=[N:52][CH:53]=1. (6) Given the reactants [O:1]1[CH2:6][CH2:5][N:4]([C:7]2[CH:34]=[CH:33][C:10]([NH:11][C:12]3[CH:24]=[C:23]([CH2:25][CH2:26][C:27]4[CH:32]=[CH:31][CH:30]=[CH:29][CH:28]=4)[CH:22]=[CH:21][C:13]=3[C:14]([O:16]C(C)(C)C)=[O:15])=[CH:9][CH:8]=2)[CH2:3][CH2:2]1, predict the reaction product. The product is: [O:1]1[CH2:6][CH2:5][N:4]([C:7]2[CH:8]=[CH:9][C:10]([NH:11][C:12]3[CH:24]=[C:23]([CH2:25][CH2:26][C:27]4[CH:28]=[CH:29][CH:30]=[CH:31][CH:32]=4)[CH:22]=[CH:21][C:13]=3[C:14]([OH:16])=[O:15])=[CH:33][CH:34]=2)[CH2:3][CH2:2]1. (7) The product is: [CH3:13][O:12][C:9]1[CH:10]=[C:11]2[C:6](=[CH:7][C:8]=1[O:14][CH3:15])[N:5]=[CH:4][CH:3]=[C:2]2[O:16][C:17]1[CH:24]=[C:21]([C:20]([N+:25]([O-:27])=[O:26])=[CH:19][CH:18]=1)[CH:22]=[O:23]. Given the reactants Cl[C:2]1[C:11]2[C:6](=[CH:7][C:8]([O:14][CH3:15])=[C:9]([O:12][CH3:13])[CH:10]=2)[N:5]=[CH:4][CH:3]=1.[OH:16][C:17]1[CH:18]=[CH:19][C:20]([N+:25]([O-:27])=[O:26])=[C:21]([CH:24]=1)[CH:22]=[O:23].O, predict the reaction product. (8) Given the reactants [OH:1][C:2]([CH3:35])([CH3:34])[CH2:3][C@@:4]1([C:28]2[CH:33]=[CH:32][CH:31]=[CH:30][CH:29]=2)[O:9][C:8](=[O:10])[N:7]([C@H:11]([C:13]2[CH:18]=[CH:17][C:16](B3OC(C)(C)C(C)(C)O3)=[CH:15][CH:14]=2)[CH3:12])[CH2:6][CH2:5]1.Br[C:37]1[CH:38]=[N:39][C:40]([CH:43]2[CH2:45][CH2:44]2)=[N:41][CH:42]=1, predict the reaction product. The product is: [CH:43]1([C:40]2[N:41]=[CH:42][C:37]([C:16]3[CH:15]=[CH:14][C:13]([C@@H:11]([N:7]4[CH2:6][CH2:5][C@:4]([CH2:3][C:2]([OH:1])([CH3:34])[CH3:35])([C:28]5[CH:33]=[CH:32][CH:31]=[CH:30][CH:29]=5)[O:9][C:8]4=[O:10])[CH3:12])=[CH:18][CH:17]=3)=[CH:38][N:39]=2)[CH2:45][CH2:44]1. (9) The product is: [C:1]([O:9][CH2:10][C@@H:11]1[C@@H:12]([O:26][C:27](=[O:34])[C:28]2[CH:33]=[CH:32][CH:31]=[CH:30][CH:29]=2)[C@H:13]([OH:22])[C@:14]([C:24]#[N:25])([N:15]2[CH:20]=[CH:19][C:18](=[O:21])[NH:17][C:16]2=[O:39])[O:23]1)(=[O:8])[C:2]1[CH:3]=[CH:4][CH:5]=[CH:6][CH:7]=1. Given the reactants [C:1]([O:9][CH2:10][C@H:11]1[O:23][C@@:14]2([C:24]#[N:25])[N:15]3[CH:20]=[CH:19][C:18](=[O:21])[N:17]=[C:16]3[O:22][C@H:13]2[C@@H:12]1[O:26][C:27](=[O:34])[C:28]1[CH:33]=[CH:32][CH:31]=[CH:30][CH:29]=1)(=[O:8])[C:2]1[CH:7]=[CH:6][CH:5]=[CH:4][CH:3]=1.Cl.CN(C)C=[O:39], predict the reaction product. (10) The product is: [CH3:1][N:2]1[C:14]2[CH2:13][CH2:12][CH:11]([CH2:22][N:18]3[CH:19]=[CH:20][N:21]=[C:17]3[CH3:16])[C:10](=[O:15])[C:9]=2[C:8]2[C:3]1=[CH:4][CH:5]=[CH:6][CH:7]=2. Given the reactants [CH3:1][N:2]1[C:14]2[CH2:13][CH2:12][CH2:11][C:10](=[O:15])[C:9]=2[C:8]2[C:3]1=[CH:4][CH:5]=[CH:6][CH:7]=2.[CH3:16][C:17]1[NH:18][CH:19]=[CH:20][N:21]=1.[CH3:22]N(CN(C)C)C.[Cl-].[Al+3].[Cl-].[Cl-].[OH-].[Na+], predict the reaction product.